From a dataset of Reaction yield outcomes from USPTO patents with 853,638 reactions. Predict the reaction yield, written as a fraction of the theoretical maximum amount of product (1.0 means a 100% yield; for example, 0.34 means a 34% yield). (1) The reactants are Br[C:2]1[S:3][C:4]([C:8]([O:10][CH2:11][CH3:12])=[O:9])=[C:5]([CH3:7])[N:6]=1.[C:13]([C:16]1[CH:17]=[C:18](B(O)O)[CH:19]=[CH:20][CH:21]=1)(=[O:15])[CH3:14].C(=O)([O-])[O-].[Cs+].[Cs+]. The catalyst is O1CCOCC1.C1C=CC([P]([Pd]([P](C2C=CC=CC=2)(C2C=CC=CC=2)C2C=CC=CC=2)([P](C2C=CC=CC=2)(C2C=CC=CC=2)C2C=CC=CC=2)[P](C2C=CC=CC=2)(C2C=CC=CC=2)C2C=CC=CC=2)(C2C=CC=CC=2)C2C=CC=CC=2)=CC=1. The product is [C:13]([C:16]1[CH:21]=[C:20]([C:2]2[S:3][C:4]([C:8]([O:10][CH2:11][CH3:12])=[O:9])=[C:5]([CH3:7])[N:6]=2)[CH:19]=[CH:18][CH:17]=1)(=[O:15])[CH3:14]. The yield is 0.350. (2) The reactants are [CH3:1][O:2][C:3]1[CH:4]=[C:5]([NH:11][C:12]2[C:13]3[N:29]=[CH:28][S:27][C:14]=3[N:15]=[C:16]([N:18]3[CH2:23][CH2:22][CH2:21][CH:20]([C:24](O)=[O:25])[CH2:19]3)[N:17]=2)[CH:6]=[CH:7][C:8]=1[O:9][CH3:10].[C:30]([O:34][C:35](=[O:43])[C:36]1[CH:41]=[CH:40][C:39]([NH2:42])=[CH:38][CH:37]=1)([CH3:33])([CH3:32])[CH3:31].CN(C(ON1N=NC2C=CC=NC1=2)=[N+](C)C)C.F[P-](F)(F)(F)(F)F.CCN(C(C)C)C(C)C. The catalyst is CN(C=O)C. The product is [CH3:1][O:2][C:3]1[CH:4]=[C:5]([NH:11][C:12]2[C:13]3[N:29]=[CH:28][S:27][C:14]=3[N:15]=[C:16]([N:18]3[CH2:23][CH2:22][CH2:21][CH:20]([C:24]([NH:42][C:39]4[CH:38]=[CH:37][C:36]([C:35]([O:34][C:30]([CH3:33])([CH3:31])[CH3:32])=[O:43])=[CH:41][CH:40]=4)=[O:25])[CH2:19]3)[N:17]=2)[CH:6]=[CH:7][C:8]=1[O:9][CH3:10]. The yield is 0.920. (3) The reactants are [N+:1]([C:4]1[CH:9]=[CH:8][C:7]([N:10]2[CH2:15][CH2:14][O:13][CH2:12][CH2:11]2)=[CH:6][CH:5]=1)([O-])=O. The catalyst is [Pd].[C].CO.C(OCC)(=O)C. The product is [N:10]1([C:7]2[CH:6]=[CH:5][C:4]([NH2:1])=[CH:9][CH:8]=2)[CH2:11][CH2:12][O:13][CH2:14][CH2:15]1. The yield is 1.00. (4) The reactants are [C:1]([C@H:5]1[CH2:10][CH2:9][C@H:8]([O:11][C:12]2[C:13]([C:31]([F:34])([F:33])[F:32])=[C:14]3[C:19](=[CH:20][CH:21]=2)[CH:18]=[C:17]([CH:22]([N+:28]([O-])=O)[CH2:23][CH2:24][C:25]([OH:27])=[O:26])[CH:16]=[CH:15]3)[CH2:7][CH2:6]1)([CH3:4])([CH3:3])[CH3:2].C(O)(=O)C. The catalyst is [Zn]. The product is [NH2:28][CH:22]([C:17]1[CH:16]=[CH:15][C:14]2[C:19](=[CH:20][CH:21]=[C:12]([O:11][C@H:8]3[CH2:9][CH2:10][C@H:5]([C:1]([CH3:4])([CH3:3])[CH3:2])[CH2:6][CH2:7]3)[C:13]=2[C:31]([F:33])([F:34])[F:32])[CH:18]=1)[CH2:23][CH2:24][C:25]([OH:27])=[O:26]. The yield is 0.260.